From a dataset of Forward reaction prediction with 1.9M reactions from USPTO patents (1976-2016). Predict the product of the given reaction. (1) Given the reactants [OH:1][CH2:2][C:3]1[N:4]=[C:5]2[C:10]([C:11]3[CH:16]=[CH:15][CH:14]=[CH:13][CH:12]=3)=[CH:9][C:8]([C:17]3[S:21][C:20]([N:22]([CH:30]([CH3:32])[CH3:31])C(=O)OC(C)(C)C)=[N:19][CH:18]=3)=[CH:7][N:6]2[CH:33]=1, predict the reaction product. The product is: [CH:30]([NH:22][C:20]1[S:21][C:17]([C:8]2[CH:9]=[C:10]([C:11]3[CH:16]=[CH:15][CH:14]=[CH:13][CH:12]=3)[C:5]3[N:6]([CH:33]=[C:3]([CH2:2][OH:1])[N:4]=3)[CH:7]=2)=[CH:18][N:19]=1)([CH3:32])[CH3:31]. (2) Given the reactants [OH:1][C:2]1[C:7]2[C@@:8]3([OH:45])[C@@:21]([O:25][CH3:26])([C@H:22]([OH:24])[CH2:23][C:6]=2[CH:5]=[C:4]([CH3:46])[C:3]=1[C:47]([O:49][CH3:50])=[O:48])[C:20](=[O:27])[C:19]1[C:10](=[CH:11][C:12]2[C:13](=[O:43])[C:14]([NH:30][C@@H:31]4[C@H:36]([O:37][CH3:38])[C@H:35]([OH:39])[C@@H:34]([O:40][CH3:41])[C@H:33]([CH3:42])[O:32]4)=[CH:15][C:16](=O)[C:17]=2[C:18]=1[OH:28])[C:9]3=[O:44].[CH3:51][O:52][CH2:53][CH2:54][CH2:55][NH2:56], predict the reaction product. The product is: [OH:1][C:2]1[C:7]2[C@@:8]3([OH:45])[C@@:21]([O:25][CH3:26])([C@H:22]([OH:24])[CH2:23][C:6]=2[CH:5]=[C:4]([CH3:46])[C:3]=1[C:47]([O:49][CH3:50])=[O:48])[C:20](=[O:27])[C:19]1[C:10](=[CH:11][C:12]2[C:13](=[O:43])[C:14]([NH:30][C@@H:31]4[C@H:36]([O:37][CH3:38])[C@H:35]([OH:39])[C@@H:34]([O:40][CH3:41])[C@H:33]([CH3:42])[O:32]4)=[CH:15]/[C:16](=[N:56]\[CH2:55][CH2:54][CH2:53][O:52][CH3:51])/[C:17]=2[C:18]=1[OH:28])[C:9]3=[O:44]. (3) Given the reactants Cl[C:2]1[CH:3]=C(N([C@H]2CC[C@H](N(C)C)CC2)CC)C(C)=C([CH:10]=1)C(O)=O.[Cl:24][C:25]1[CH:26]=[C:27]([N:47]([CH2:57][CH3:58])[C@H:48]2[CH2:53][CH2:52][C@H:51]([N:54]([CH3:56])[CH3:55])[CH2:50][CH2:49]2)[C:28]([CH3:46])=[C:29]([CH:45]=1)[C:30]([NH:32][CH2:33][C:34]1[C:39](=[O:40])[N:38]2[NH:41][CH:42]=C[C:37]2=CC=1C)=[O:31].[CH3:59]C(C)C(=O)CC(OCC)=O.C(N(CC)CC)C.C1CN([P+](ON2N=NC3C=CC=CC2=3)(N2CCCC2)N2CCCC2)CC1.F[P-](F)(F)(F)(F)F, predict the reaction product. The product is: [Cl:24][C:25]1[CH:26]=[C:27]([N:47]([C@H:48]2[CH2:53][CH2:52][C@H:51]([N:54]([CH3:55])[CH3:56])[CH2:50][CH2:49]2)[CH2:57][CH3:58])[C:28]([CH3:46])=[C:29]([CH:45]=1)[C:30]([NH:32][CH2:33][C:34]1[C:42]([CH:2]([CH3:3])[CH3:10])=[N:41][N:38]([CH3:37])[C:39]=1[O:40][CH3:59])=[O:31]. (4) Given the reactants Br[C:2]1[CH:7]=[CH:6][C:5]([CH2:8][C:9]([O:11][CH3:12])=[O:10])=[CH:4][C:3]=1[F:13].[CH3:14][C:15]1([CH3:31])[C:19]([CH3:21])([CH3:20])[O:18][B:17]([B:17]2[O:18][C:19]([CH3:21])([CH3:20])[C:15]([CH3:31])([CH3:14])[O:16]2)[O:16]1.C([O-])(=O)C.[K+], predict the reaction product. The product is: [F:13][C:3]1[CH:4]=[C:5]([CH2:8][C:9]([O:11][CH3:12])=[O:10])[CH:6]=[CH:7][C:2]=1[B:17]1[O:18][C:19]([CH3:21])([CH3:20])[C:15]([CH3:31])([CH3:14])[O:16]1. (5) Given the reactants [C:1]([Si:5]([C:11]([CH3:14])([CH3:13])[CH3:12])([C:7](O)([CH3:9])C)C)([CH3:4])([CH3:3])[CH3:2].[C:15]([Si:19]([C:22]([CH3:25])([CH3:24])[CH3:23])([F:21])[F:20])([CH3:18])([CH3:17])[CH3:16].[CH2:26]([O:28]C=C[Li])[CH3:27].C[Li], predict the reaction product. The product is: [C:22]([Si:19]([C:15]([CH3:18])([CH3:17])[CH3:16])([F:21])[F:20])([CH3:25])([CH3:24])[CH3:23].[C:11]([SiH:5]([C:1]([CH3:2])([CH3:3])[CH3:4])[CH2:7][C:9]([O:28][CH2:26][CH3:27])=[CH2:15])([CH3:12])([CH3:13])[CH3:14]. (6) Given the reactants [OH:1][C:2]1[CH:11]=[CH:10][C:9]([NH:12][C:13](=[O:44])[CH2:14][S:15][S:16][CH2:17][CH2:18][NH:19][C:20](=[O:43])[CH2:21][S:22][CH2:23]/[CH:24]=[CH:25]\[CH2:26]/[CH:27]=[CH:28]\[CH2:29]/[CH:30]=[CH:31]\[CH2:32]/[CH:33]=[CH:34]\[CH2:35]/[CH:36]=[CH:37]\[CH2:38]/[CH:39]=[CH:40]\[CH2:41][CH3:42])=[CH:8][C:3]=1[C:4]([O:6]C)=[O:5], predict the reaction product. The product is: [OH:1][C:2]1[CH:11]=[CH:10][C:9]([NH:12][C:13](=[O:44])[CH2:14][S:15][S:16][CH2:17][CH2:18][NH:19][C:20](=[O:43])[CH2:21][S:22][CH2:23]/[CH:24]=[CH:25]\[CH2:26]/[CH:27]=[CH:28]\[CH2:29]/[CH:30]=[CH:31]\[CH2:32]/[CH:33]=[CH:34]\[CH2:35]/[CH:36]=[CH:37]\[CH2:38]/[CH:39]=[CH:40]\[CH2:41][CH3:42])=[CH:8][C:3]=1[C:4]([OH:6])=[O:5]. (7) Given the reactants C(N)CCC.[ClH:6].O=C[C@@H]([C@H]([C@@H]([C@@H](CO)O)O)O)O.[H][H].[CH2:21]([NH:25][CH2:26][C@@H:27]([C@H:29]([C@@H:31]([C@@H:33]([CH2:35][OH:36])[OH:34])[OH:32])[OH:30])[OH:28])[CH2:22][CH2:23][CH3:24], predict the reaction product. The product is: [ClH:6].[CH2:21]([NH:25][CH2:26][C@@H:27]([C@H:29]([C@@H:31]([C@@H:33]([CH2:35][OH:36])[OH:34])[OH:32])[OH:30])[OH:28])[CH2:22][CH2:23][CH3:24]. (8) The product is: [F:1][C:2]1[C:7]([C:8]([F:9])([F:11])[F:10])=[CH:6][CH:5]=[CH:4][C:3]=1[C:12]1[N:16]([CH2:19][C:20]2[CH:21]=[N:22][CH:23]=[CH:24][CH:25]=2)[N:15]=[N:14][N:13]=1. Given the reactants [F:1][C:2]1[C:7]([C:8]([F:11])([F:10])[F:9])=[CH:6][CH:5]=[CH:4][C:3]=1[C:12]1[NH:16][N:15]=[N:14][N:13]=1.Br.Br[CH2:19][C:20]1[CH:21]=[N:22][CH:23]=[CH:24][CH:25]=1.Br.BrCC1C=CN=CC=1, predict the reaction product. (9) Given the reactants [F:1][C:2]1[CH:8]=[CH:7][C:5]([NH2:6])=[C:4]([NH:9][C:10]2[CH:15]=[CH:14][CH:13]=[CH:12][CH:11]=2)[CH:3]=1.[C:16]([O:20][C:21]([NH:23][CH2:24][C:25](O)=[O:26])=[O:22])([CH3:19])([CH3:18])[CH3:17].C1C=NC2N(O)N=NC=2C=1.CCN=C=NCCCN(C)C.C([O-])(O)=O.[Na+].C([O-])([O-])=O.[Na+].[Na+], predict the reaction product. The product is: [C:16]([O:20][C:21](=[O:22])[NH:23][CH2:24][C:25](=[O:26])[NH:6][C:5]1[CH:7]=[CH:8][C:2]([F:1])=[CH:3][C:4]=1[NH:9][C:10]1[CH:15]=[CH:14][CH:13]=[CH:12][CH:11]=1)([CH3:19])([CH3:17])[CH3:18]. (10) The product is: [CH3:1][C:2]1([CH3:32])[O:3][C:4](=[O:31])[CH:5]([CH2:9][C@@H:10]([NH:22][C:23](=[O:29])[O:24][C:25]([CH3:27])([CH3:26])[CH3:28])[CH2:11][C:12]2[CH:13]=[CH:14][C:15]([C:18]([F:20])([F:21])[F:19])=[CH:16][CH:17]=2)[C:6](=[O:8])[O:7]1. Given the reactants [CH3:1][C:2]1([CH3:32])[O:7][C:6](=[O:8])[CH:5]([C:9](=O)[C@@H:10]([NH:22][C:23](=[O:29])[O:24][C:25]([CH3:28])([CH3:27])[CH3:26])[CH2:11][C:12]2[CH:17]=[CH:16][C:15]([C:18]([F:21])([F:20])[F:19])=[CH:14][CH:13]=2)[C:4](=[O:31])[O:3]1.C(O)(=O)C.[BH4-].[Na+], predict the reaction product.